Dataset: Forward reaction prediction with 1.9M reactions from USPTO patents (1976-2016). Task: Predict the product of the given reaction. (1) Given the reactants Cl[C:2]1[C:11]2[C:6](=[CH:7][C:8]([O:14][CH3:15])=[C:9]([O:12][CH3:13])[CH:10]=2)[N:5]=[CH:4][CH:3]=1.[Cl:16][C:17]1[CH:18]=[N:19][CH:20]=[C:21]([OH:23])[CH:22]=1.O, predict the reaction product. The product is: [Cl:16][C:17]1[CH:22]=[C:21]([O:23][C:2]2[C:11]3[C:6](=[CH:7][C:8]([O:14][CH3:15])=[C:9]([O:12][CH3:13])[CH:10]=3)[N:5]=[CH:4][CH:3]=2)[CH:20]=[N:19][CH:18]=1. (2) The product is: [C:1]([N:4]1[CH2:9][CH2:8][N:7]([C:10]2[CH:11]=[CH:12][C:13]([NH:16][C:17](=[O:33])[CH2:18][C:19]3[CH:20]=[C:21]([C:34]#[N:35])[C:22]([C:25]4[CH:30]=[CH:29][N:28]=[C:27]([CH3:31])[CH:26]=4)=[N:23][CH:24]=3)=[N:14][CH:15]=2)[CH2:6][CH2:5]1)(=[O:3])[CH3:2]. Given the reactants [C:1]([N:4]1[CH2:9][CH2:8][N:7]([C:10]2[CH:11]=[CH:12][C:13]([NH:16][C:17](=[O:33])[CH2:18][C:19]3[CH:20]=[C:21](Cl)[C:22]([C:25]4[CH:30]=[CH:29][N:28]=[C:27]([CH3:31])[CH:26]=4)=[N:23][CH:24]=3)=[N:14][CH:15]=2)[CH2:6][CH2:5]1)(=[O:3])[CH3:2].[CH3:34][N:35](C=O)C.O, predict the reaction product. (3) Given the reactants [CH2:1]1[O:3][CH:2]1[CH2:4][OH:5].C1(C)C=CC(S(O)(=O)=O)=CC=1.[CH:17]([O:19][CH2:20][CH3:21])=[CH2:18], predict the reaction product. The product is: [CH2:4]([O:5][CH2:18][CH2:17][O:19][CH2:20][CH3:21])[CH:2]1[O:3][CH2:1]1. (4) Given the reactants O=[C:2]1[C:5](=[O:6])[C:4]([O-:7])=[C:3]1[CH:8]=[C:9]1[C:17]([CH3:19])([CH3:18])[C:16]2[C:11](=[CH:12][CH:13]=[CH:14][CH:15]=2)[N:10]1[CH2:20][CH2:21][CH2:22][CH2:23][CH2:24][C:25]([OH:27])=[O:26].[CH2:28]([NH+:30]([CH2:33][CH3:34])[CH2:31][CH3:32])[CH3:29].[C:35](#[N:39])[CH2:36][C:37]#[N:38], predict the reaction product. The product is: [C:37]([C:36]([C:35]#[N:39])=[C:2]1[C:5](=[O:6])[C:4]([O-:7])=[C:3]1[CH:8]=[C:9]1[C:17]([CH3:19])([CH3:18])[C:16]2[C:11](=[CH:12][CH:13]=[CH:14][CH:15]=2)[N:10]1[CH2:20][CH2:21][CH2:22][CH2:23][CH2:24][C:25]([OH:27])=[O:26])#[N:38].[CH2:28]([NH+:30]([CH2:33][CH3:34])[CH2:31][CH3:32])[CH3:29]. (5) Given the reactants Br[C:2]1[C:11]2[C:6](=[CH:7][CH:8]=[CH:9][CH:10]=2)[C:5](=[O:12])[O:4][C:3]=1[CH:13]([OH:15])[CH3:14].CC1(C)C(C)(C)OB([C:24]2[CH:29]=[CH:28][CH:27]=[C:26]([CH:30]3[O:34][C:33]([CH3:36])([CH3:35])[C:32]([CH3:38])([CH3:37])[O:31]3)[CH:25]=2)O1.[O-]P([O-])([O-])=O.[K+].[K+].[K+].O, predict the reaction product. The product is: [OH:15][CH:13]([C:3]1[O:4][C:5](=[O:12])[C:6]2[C:11]([C:2]=1[C:28]1[CH:29]=[CH:24][CH:25]=[C:26]([CH:30]3[O:31][C:32]([CH3:38])([CH3:37])[C:33]([CH3:36])([CH3:35])[O:34]3)[CH:27]=1)=[CH:10][CH:9]=[CH:8][CH:7]=2)[CH3:14]. (6) Given the reactants [CH3:1][C:2]([CH3:21])([CH3:20])[C:3]([C:5]1[O:6][C:7]2[CH:17]=[CH:16][C:15]([O:18][CH3:19])=[CH:14][C:8]=2[C:9]=1[CH2:10][C:11](O)=[O:12])=[O:4].C1C=CC2N(O)N=NC=2C=1.[CH2:32]([NH:35][CH2:36][CH:37]1[CH2:39][CH2:38]1)[CH2:33][CH3:34].CCN(C(C)C)C(C)C, predict the reaction product. The product is: [CH:37]1([CH2:36][N:35]([CH2:32][CH2:33][CH3:34])[C:11](=[O:12])[CH2:10][C:9]2[C:8]3[CH:14]=[C:15]([O:18][CH3:19])[CH:16]=[CH:17][C:7]=3[O:6][C:5]=2[C:3](=[O:4])[C:2]([CH3:1])([CH3:20])[CH3:21])[CH2:39][CH2:38]1. (7) Given the reactants [CH3:1][C:2]1[CH:7]=[CH:6][C:5]([C:8]2[CH:9]=[C:10]3[C:14](=[C:15]([C:17]([NH2:19])=[O:18])[CH:16]=2)[NH:13][CH:12]=[C:11]3[CH:20]2[CH2:25][CH2:24][NH:23][CH2:22][CH2:21]2)=[CH:4][CH:3]=1.[CH2:26]([S:28](Cl)(=[O:30])=[O:29])[CH3:27].C(N(CC)CC)C, predict the reaction product. The product is: [CH2:26]([S:28]([N:23]1[CH2:24][CH2:25][CH:20]([C:11]2[C:10]3[C:14](=[C:15]([C:17]([NH2:19])=[O:18])[CH:16]=[C:8]([C:5]4[CH:6]=[CH:7][C:2]([CH3:1])=[CH:3][CH:4]=4)[CH:9]=3)[NH:13][CH:12]=2)[CH2:21][CH2:22]1)(=[O:30])=[O:29])[CH3:27]. (8) Given the reactants [Cl:1][C:2]1[CH:10]=[C:9]2[C:5]([CH:6]=[CH:7][NH:8]2)=[CH:4][C:3]=1B1OCC(C)(C)CO1.CN(C=O)C.[C:24]([O-:27])([O-])=O.[K+].[K+].Br[C:31]1[CH:36]=[CH:35][C:34]([CH:37]2[CH2:40][NH:39][CH2:38]2)=[CH:33][CH:32]=1, predict the reaction product. The product is: [NH:39]1[CH2:40][CH:37]([C:34]2[CH:35]=[CH:36][C:31]([C:3]3[CH:4]=[C:5]4[C:9](=[CH:10][C:2]=3[Cl:1])[NH:8][CH:7]=[C:6]4[CH:24]=[O:27])=[CH:32][CH:33]=2)[CH2:38]1.